This data is from Forward reaction prediction with 1.9M reactions from USPTO patents (1976-2016). The task is: Predict the product of the given reaction. (1) Given the reactants [Br:1][C:2]1[CH:8]=[CH:7][C:5](N)=[C:4]([CH3:9])[C:3]=1[CH3:10].N([O-])=O.[Na+].[S:15](=[O:17])=[O:16].[ClH:18], predict the reaction product. The product is: [Br:1][C:2]1[CH:8]=[CH:7][C:5]([S:15]([Cl:18])(=[O:17])=[O:16])=[C:4]([CH3:9])[C:3]=1[CH3:10]. (2) Given the reactants [C:1]([Li])(C)(C)C.CCCCC.Br[C:12]1[C:20]2[C:15](=[CH:16][C:17]([O:21][Si:22]([C:25]([CH3:28])([CH3:27])[CH3:26])([CH3:24])[CH3:23])=[CH:18][CH:19]=2)[N:14]([Si:29]([C:32]([CH3:35])([CH3:34])[CH3:33])([CH3:31])[CH3:30])[CH:13]=1.CI, predict the reaction product. The product is: [C:32]([Si:29]([CH3:31])([CH3:30])[N:14]1[C:15]2[C:20](=[CH:19][CH:18]=[C:17]([O:21][Si:22]([C:25]([CH3:28])([CH3:27])[CH3:26])([CH3:24])[CH3:23])[CH:16]=2)[C:12]([CH3:1])=[CH:13]1)([CH3:35])([CH3:34])[CH3:33].